This data is from Full USPTO retrosynthesis dataset with 1.9M reactions from patents (1976-2016). The task is: Predict the reactants needed to synthesize the given product. (1) Given the product [NH3:2].[CH2:9]([N:6]1[CH2:5][CH2:4][CH:3]([N:2]([CH3:23])[C:1]2[CH:21]=[CH:20][CH:19]=[CH:18][N:17]=2)[CH2:8][CH2:7]1)[C:10]1[CH:15]=[CH:14][CH:13]=[CH:12][CH:11]=1, predict the reactants needed to synthesize it. The reactants are: [CH3:1][NH:2][CH:3]1[CH2:8][CH2:7][N:6]([CH2:9][C:10]2[CH:15]=[CH:14][CH:13]=[CH:12][CH:11]=2)[CH2:5][CH2:4]1.Br[N:17]1C=[CH:21][CH:20]=[CH:19][CH2:18]1.[CH3:23]C(C)([O-])C.[Na+].C1(P(C2C=CC=CC=2)CCCP(C2C=CC=CC=2)C2C=CC=CC=2)C=CC=CC=1.BrC1C=CC=CN=1.C1(P(C(P(C2C=CC=CC=2)C2C=CC=CC=2)(C)C)C2C=CC=CC=2)C=CC=CC=1. (2) Given the product [C:46]([C:45]1[C:41]([NH:40][C:50]2[CH:61]=[CH:60][C:53]([C:54]([O:56][CH:57]([CH3:58])[CH3:59])=[O:55])=[CH:52][CH:51]=2)=[N:42][NH:43][CH:44]=1)(=[O:47])[NH2:48], predict the reactants needed to synthesize it. The reactants are: C(P(C(C)(C)C)C1C(C)=C(C)C(C)=C(C)C=1C1C(C(C)C)=CC(C(C)C)=CC=1C(C)C)(C)(C)C.C([O-])(=O)C.[K+].[NH2:40][C:41]1[C:45]([C:46]([NH2:48])=[O:47])=[CH:44][NH:43][N:42]=1.Br[C:50]1[CH:61]=[CH:60][C:53]([C:54]([O:56][CH:57]([CH3:59])[CH3:58])=[O:55])=[CH:52][CH:51]=1. (3) Given the product [C:6]([C:10]1[CH:11]=[CH:12][C:13](/[CH:16]=[CH:17]/[C:18]([NH:20][C:21]2[CH:22]=[C:23]3[C:27](=[CH:28][CH:29]=2)[N:26]([CH2:4][CH2:3][O:2][CH3:1])[CH:25]=[CH:24]3)=[O:19])=[CH:14][CH:15]=1)([CH3:9])([CH3:7])[CH3:8], predict the reactants needed to synthesize it. The reactants are: [CH3:1][O:2][CH2:3][CH2:4]Br.[C:6]([C:10]1[CH:15]=[CH:14][C:13](/[CH:16]=[CH:17]/[C:18]([NH:20][C:21]2[CH:22]=[C:23]3[C:27](=[CH:28][CH:29]=2)[NH:26][CH:25]=[CH:24]3)=[O:19])=[CH:12][CH:11]=1)([CH3:9])([CH3:8])[CH3:7]. (4) Given the product [O:1]1[C:6]2[CH:7]=[CH:8][C:9]([CH2:11][NH:12][C@@H:13]3[CH2:18][NH:17][C@H:16]([C:26]([NH:28][C:29]4[C:38]5[C:33](=[CH:34][CH:35]=[C:36]([O:39][CH3:40])[N:37]=5)[N:32]=[CH:31][CH:30]=4)=[O:27])[CH2:15][CH2:14]3)=[CH:10][C:5]=2[O:4][CH2:3][CH2:2]1, predict the reactants needed to synthesize it. The reactants are: [O:1]1[C:6]2[CH:7]=[CH:8][C:9]([CH2:11][NH:12][C@@H:13]3[CH2:18][N:17](C(OC(C)(C)C)=O)[C@H:16]([C:26]([NH:28][C:29]4[C:38]5[C:33](=[CH:34][CH:35]=[C:36]([O:39][CH3:40])[N:37]=5)[N:32]=[CH:31][CH:30]=4)=[O:27])[CH2:15][CH2:14]3)=[CH:10][C:5]=2[O:4][CH2:3][CH2:2]1.C(O)(C(F)(F)F)=O. (5) The reactants are: [F:1][C:2]([F:7])([F:6])[C:3]([OH:5])=[O:4].FC(F)(F)C(O)=O.[Cl:15][C:16]1[CH:17]=[N:18][C:19]2[NH:20][C:21]3[CH:22]=[CH:23][CH:24]=[C:25]([CH:47]=3)[CH2:26][CH2:27][C:28]3[CH:36]=[C:32]([NH:33][C:34]=1[N:35]=2)[CH:31]=[CH:30][C:29]=3[NH:37][C:38](=[O:46])[CH2:39][CH:40]1[CH2:45][CH2:44][NH:43][CH2:42][CH2:41]1.[C:48]1([N:54]=[C:55]=[O:56])[CH:53]=[CH:52][CH:51]=[CH:50][CH:49]=1. Given the product [F:1][C:2]([F:7])([F:6])[C:3]([OH:5])=[O:4].[Cl:15][C:16]1[CH:17]=[N:18][C:19]2[NH:20][C:21]3[CH:22]=[CH:23][CH:24]=[C:25]([CH:47]=3)[CH2:26][CH2:27][C:28]3[CH:36]=[C:32]([NH:33][C:34]=1[N:35]=2)[CH:31]=[CH:30][C:29]=3[NH:37][C:38](=[O:46])[CH2:39][CH:40]1[CH2:45][CH2:44][N:43]([C:55]([NH:54][C:48]2[CH:53]=[CH:52][CH:51]=[CH:50][CH:49]=2)=[O:56])[CH2:42][CH2:41]1, predict the reactants needed to synthesize it. (6) Given the product [Br:1][C:2]1[C:3]([CH3:11])=[N:4][C:5]([O:9][CH3:10])=[C:6]([Cl:19])[C:7]=1[CH3:8], predict the reactants needed to synthesize it. The reactants are: [Br:1][C:2]1[C:3]([CH3:11])=[N:4][C:5]([O:9][CH3:10])=[CH:6][C:7]=1[CH3:8].C1C(=O)N([Cl:19])C(=O)C1. (7) Given the product [NH2:1][C:4]1[C:5]([C:15]([O:17][CH3:18])=[O:16])=[N:6][N:7]([CH:9]2[CH2:14][CH2:13][CH2:12][CH2:11][O:10]2)[CH:8]=1, predict the reactants needed to synthesize it. The reactants are: [N+:1]([C:4]1[C:5]([C:15]([O:17][CH3:18])=[O:16])=[N:6][N:7]([CH:9]2[CH2:14][CH2:13][CH2:12][CH2:11][O:10]2)[CH:8]=1)([O-])=O.